This data is from Full USPTO retrosynthesis dataset with 1.9M reactions from patents (1976-2016). The task is: Predict the reactants needed to synthesize the given product. (1) Given the product [N:21]1([CH2:20][CH2:19][O:18][C:2]2[C:7]([O:8][CH2:9][CH2:10][OH:11])=[CH:6][CH:5]=[CH:4][N:3]=2)[CH2:25][CH2:24][CH2:23][CH2:22]1, predict the reactants needed to synthesize it. The reactants are: Cl[C:2]1[C:7]([O:8][CH2:9][CH2:10][O:11]C2CCCCO2)=[CH:6][CH:5]=[CH:4][N:3]=1.[OH:18][CH2:19][CH2:20][N:21]1[CH2:25][CH2:24][CH2:23][CH2:22]1.CC(C)([O-])C.[K+].C(O)(C)(C)C. (2) Given the product [Cl:1][C:2]1[CH:8]=[CH:7][C:5]([NH:6][C:20](=[O:25])[C:21]([CH3:24])([CH3:23])[CH3:22])=[CH:4][C:3]=1[C:9]([F:10])([F:11])[F:12], predict the reactants needed to synthesize it. The reactants are: [Cl:1][C:2]1[CH:8]=[CH:7][C:5]([NH2:6])=[CH:4][C:3]=1[C:9]([F:12])([F:11])[F:10].C(N(CC)CC)C.[C:20](Cl)(=[O:25])[C:21]([CH3:24])([CH3:23])[CH3:22]. (3) Given the product [C:1]([O:4][C:5]1[CH:6]=[C:7]2[C:12](=[CH:13][C:14]=1[O:15][CH3:16])[N:11]=[CH:10][N:9]=[C:8]2[Cl:20])(=[O:3])[CH3:2], predict the reactants needed to synthesize it. The reactants are: [C:1]([O:4][C:5]1[CH:6]=[C:7]2[C:12](=[CH:13][C:14]=1[O:15][CH3:16])[N:11]=[CH:10][NH:9][C:8]2=O)(=[O:3])[CH3:2].P(Cl)(Cl)([Cl:20])=O. (4) Given the product [NH2:26][C:22]1[O:1][C:2]2[C:10]([CH:17]([C:16]3[CH:19]=[CH:20][CH:21]=[C:14]([C:12]#[N:13])[CH:15]=3)[C:23]=1[C:24]#[N:25])=[CH:9][CH:8]=[C:7]1[N:6]([CH3:11])[CH:5]=[CH:4][C:3]=21, predict the reactants needed to synthesize it. The reactants are: [OH:1][C:2]1[CH:10]=[CH:9][CH:8]=[C:7]2[C:3]=1[CH:4]=[CH:5][N:6]2[CH3:11].[C:12]([C:14]1[CH:15]=[C:16]([CH:19]=[CH:20][CH:21]=1)[CH:17]=O)#[N:13].[C:22](#[N:26])[CH2:23][C:24]#[N:25]. (5) Given the product [C:24]([C:28]1[CH:33]=[CH:32][C:31]([S:34]([NH:21][C:18]2[CH:19]=[CH:20][C:15]([CH2:14][N:9]3[C:10]4[CH:11]=[CH:12][CH:13]=[C:5]([C:3]([OH:2])=[O:4])[C:6]=4[CH:7]=[CH:8]3)=[CH:16][CH:17]=2)(=[O:36])=[O:35])=[CH:30][CH:29]=1)([CH3:27])([CH3:25])[CH3:26], predict the reactants needed to synthesize it. The reactants are: C[O:2][C:3]([C:5]1[C:6]2[CH:7]=[CH:8][N:9]([CH2:14][C:15]3[CH:20]=[CH:19][C:18]([N+:21]([O-])=O)=[CH:17][CH:16]=3)[C:10]=2[CH:11]=[CH:12][CH:13]=1)=[O:4].[C:24]([C:28]1[CH:33]=[CH:32][C:31]([S:34](Cl)(=[O:36])=[O:35])=[CH:30][CH:29]=1)([CH3:27])([CH3:26])[CH3:25]. (6) Given the product [CH3:1][N:2]([CH3:38])[C:3]1[CH:8]=[CH:7][CH:6]=[CH:5][C:4]=1[CH2:9][N:10]([CH2:21][C:22]1[N:23]=[C:24]2[CH:29]=[CH:28][CH:27]=[C:26]([N:30]3[CH2:31][CH2:32][N:33]([CH3:36])[CH2:34][CH2:35]3)[N:25]2[C:37]=1[CH2:39][OH:40])[C@@H:11]1[C:20]2[N:19]=[CH:18][CH:17]=[CH:16][C:15]=2[CH2:14][CH2:13][CH2:12]1, predict the reactants needed to synthesize it. The reactants are: [CH3:1][N:2]([CH3:38])[C:3]1[CH:8]=[CH:7][CH:6]=[CH:5][C:4]=1[CH2:9][N:10]([CH2:21][C:22]1[N:23]=[C:24]2[CH:29]=[CH:28][CH:27]=[C:26]([N:30]3[CH2:35][CH2:34][N:33]([CH3:36])[CH2:32][CH2:31]3)[N:25]2[CH:37]=1)[C@@H:11]1[C:20]2[N:19]=[CH:18][CH:17]=[CH:16][C:15]=2[CH2:14][CH2:13][CH2:12]1.[CH2:39]=[O:40].